The task is: Predict which catalyst facilitates the given reaction.. This data is from Catalyst prediction with 721,799 reactions and 888 catalyst types from USPTO. (1) Reactant: [Br:1][C:2]1[C:3]2[N:12]([C:13]3[C:18]([F:19])=[CH:17][CH:16]=[CH:15][C:14]=3[F:20])[N:11]=[C:10]([C:21]3[CH:26]=[CH:25][C:24]([CH2:27][C:28]([OH:30])=O)=[CH:23][CH:22]=3)[C:4]=2[C:5]([O:8][CH3:9])=[N:6][CH:7]=1.Cl.CN.C1C=CC2N(O)N=[N:40][C:38]=2C=1.CCN=C=NCCCN(C)C.Cl. Product: [Br:1][C:2]1[C:3]2[N:12]([C:13]3[C:14]([F:20])=[CH:15][CH:16]=[CH:17][C:18]=3[F:19])[N:11]=[C:10]([C:21]3[CH:26]=[CH:25][C:24]([CH2:27][C:28]([NH:40][CH3:38])=[O:30])=[CH:23][CH:22]=3)[C:4]=2[C:5]([O:8][CH3:9])=[N:6][CH:7]=1. The catalyst class is: 851. (2) Reactant: [Cl:1][C:2]1[CH:21]=[CH:20][CH:19]=[CH:18][C:3]=1[O:4][C:5]1[C:6]([C:11]2(C)CS[C:13](N)=[N:12]2)=NC=C[CH:10]=1.[CH3:22][C:23]1[N:24]=[C:25]([NH2:28])[S:26][CH:27]=1.ClC1C=C(OC2C=CC=CC=2Cl)C=CN=1.P([O-])([O-])([O-])=O.[K+].[K+].[K+].C1(P(C2C=CC=CC=2)C2C3OC4C(=CC=CC=4P(C4C=CC=CC=4)C4C=CC=CC=4)C(C)(C)C=3C=CC=2)C=CC=CC=1. Product: [Cl:1][C:2]1[CH:21]=[CH:20][CH:19]=[CH:18][C:3]=1[O:4][C:5]1[CH:10]=[CH:13][N:12]=[C:11]([NH:28][C:25]2[S:26][CH:27]=[C:23]([CH3:22])[N:24]=2)[CH:6]=1. The catalyst class is: 110. (3) Reactant: C([Li])CCC.[CH2:6]([CH:8]([C:11]1[N:16]2[N:17]=[C:18]([CH3:25])[C:19]([C:20]3[S:24][CH:23]=[N:22][CH:21]=3)=[C:15]2[N:14]=[C:13]([CH3:26])[CH:12]=1)[CH2:9][CH3:10])[CH3:7].[CH3:27][O:28][CH2:29]I.[Cl-].[NH4+]. Product: [CH2:6]([CH:8]([C:11]1[N:16]2[N:17]=[C:18]([CH3:25])[C:19]([C:20]3[S:24][C:23]([CH2:27][O:28][CH3:29])=[N:22][CH:21]=3)=[C:15]2[N:14]=[C:13]([CH3:26])[CH:12]=1)[CH2:9][CH3:10])[CH3:7]. The catalyst class is: 1. (4) The catalyst class is: 154. Product: [N+:1]([C:4]1[CH:12]=[CH:11][C:7]([C:8]([N:17]2[CH:18]=[CH:19][CH:20]=[C:16]2[C:13](=[O:15])[CH3:14])=[O:9])=[CH:6][CH:5]=1)([O-:3])=[O:2]. Reactant: [N+:1]([C:4]1[CH:12]=[CH:11][C:7]([C:8](Cl)=[O:9])=[CH:6][CH:5]=1)([O-:3])=[O:2].[C:13]([C:16]1[NH:17][CH:18]=[CH:19][CH:20]=1)(=[O:15])[CH3:14].O. (5) Reactant: [Cl:1][C:2]1[N:10]=[CH:9][N:8]=[C:7]2[C:3]=1[N:4]=[CH:5][N:6]2[C@H:11]1[C@H:15]([OH:16])[C@H:14]([OH:17])[C@@H:13]([CH2:18][OH:19])[O:12]1.Cl[Si:21]([CH:34]([CH3:36])[CH3:35])([CH:31]([CH3:33])[CH3:32])[O:22][Si:23](Cl)([CH:27]([CH3:29])[CH3:28])[CH:24]([CH3:26])[CH3:25].O. Product: [Cl:1][C:2]1[N:10]=[CH:9][N:8]=[C:7]2[C:3]=1[N:4]=[CH:5][N:6]2[C@@H:11]1[O:12][C@H:13]2[C@@H:14]([O:17][Si:21]([CH:31]([CH3:33])[CH3:32])([CH:34]([CH3:36])[CH3:35])[O:22][Si:23]([CH:27]([CH3:29])[CH3:28])([CH:24]([CH3:25])[CH3:26])[O:19][CH2:18]2)[C@H:15]1[OH:16]. The catalyst class is: 17. (6) Reactant: [Br:1][C:2]1[CH:3]=[C:4]([C:8]2[CH:24]=[C:11]3[N:12]=[C:13]([CH3:23])[C:14]([C@H:17]([OH:22])[C:18]([O:20][CH3:21])=[O:19])=[C:15]([Cl:16])[N:10]3[N:9]=2)[CH:5]=[CH:6][CH:7]=1.[C:25](OC(=O)C)([CH3:28])([CH3:27])[CH3:26].Cl(O)(=O)(=O)=O. Product: [Br:1][C:2]1[CH:3]=[C:4]([C:8]2[CH:24]=[C:11]3[N:12]=[C:13]([CH3:23])[C:14]([C@H:17]([O:22][C:25]([CH3:28])([CH3:27])[CH3:26])[C:18]([O:20][CH3:21])=[O:19])=[C:15]([Cl:16])[N:10]3[N:9]=2)[CH:5]=[CH:6][CH:7]=1. The catalyst class is: 2. (7) The catalyst class is: 33. Product: [OH:1][C:2]1[CH:10]=[C:9]2[N:5]([C@H:6]([C:14]([OH:16])=[O:15])[CH2:7][CH2:8]2)[C:4](=[O:17])[CH:3]=1. Reactant: [OH:1][C:2]1[C:10](C(O)=O)=[C:9]2[N:5]([C@H:6]([C:14]([OH:16])=[O:15])[CH2:7][CH2:8]2)[C:4](=[O:17])[CH:3]=1. (8) Reactant: Cl.[O:2]=[C:3]1[CH2:7][CH2:6][C:5](=[O:8])[N:4]1[CH2:9][C:10]1[C:19]([F:20])=[C:18]2[C:13]([C:14]([C:25]3[CH:30]=[CH:29][C:28]([F:31])=[CH:27][CH:26]=3)=[CH:15][C:16]([C:21]([O:23]C)=[O:22])=[N:17]2)=[CH:12][CH:11]=1. Product: [O:8]=[C:5]1[CH2:6][CH2:7][C:3](=[O:2])[N:4]1[CH2:9][C:10]1[C:19]([F:20])=[C:18]2[C:13]([C:14]([C:25]3[CH:26]=[CH:27][C:28]([F:31])=[CH:29][CH:30]=3)=[CH:15][C:16]([C:21]([OH:23])=[O:22])=[N:17]2)=[CH:12][CH:11]=1. The catalyst class is: 15.